From a dataset of NCI-60 drug combinations with 297,098 pairs across 59 cell lines. Regression. Given two drug SMILES strings and cell line genomic features, predict the synergy score measuring deviation from expected non-interaction effect. Drug 1: CN1C(=O)N2C=NC(=C2N=N1)C(=O)N. Drug 2: CCC1(CC2CC(C3=C(CCN(C2)C1)C4=CC=CC=C4N3)(C5=C(C=C6C(=C5)C78CCN9C7C(C=CC9)(C(C(C8N6C)(C(=O)OC)O)OC(=O)C)CC)OC)C(=O)OC)O.OS(=O)(=O)O. Cell line: SN12C. Synergy scores: CSS=-0.464, Synergy_ZIP=-0.544, Synergy_Bliss=-0.154, Synergy_Loewe=-2.28, Synergy_HSA=-2.15.